Dataset: Reaction yield outcomes from USPTO patents with 853,638 reactions. Task: Predict the reaction yield, written as a fraction of the theoretical maximum amount of product (1.0 means a 100% yield; for example, 0.34 means a 34% yield). (1) The reactants are [NH:1]([C:3]1[CH:4]=[C:5]([CH:8]=[CH:9][N:10]=1)[C:6]#[N:7])[NH2:2].O=[C:12]([CH3:19])[CH2:13][C:14](OCC)=[O:15]. The catalyst is CCO.CC(O)=O. The product is [OH:15][C:14]1[N:1]([C:3]2[CH:4]=[C:5]([C:6]#[N:7])[CH:8]=[CH:9][N:10]=2)[N:2]=[C:12]([CH3:19])[CH:13]=1. The yield is 0.670. (2) The reactants are Cl.Cl.[Cl:3][C:4]1[C:9]([Cl:10])=[CH:8][CH:7]=[CH:6][C:5]=1[N:11]1[CH2:16][CH2:15][N:14]([CH2:17][CH2:18][CH:19]2[CH2:24][CH2:23][NH:22][CH2:21][CH2:20]2)[CH2:13][CH2:12]1.C(=O)([O-])[O-].[K+].[K+].[CH2:31]([CH:33]1[CH2:35][O:34]1)[CH3:32]. The catalyst is C(O)(C)C. The product is [Cl:3][C:4]1[C:9]([Cl:10])=[CH:8][CH:7]=[CH:6][C:5]=1[N:11]1[CH2:16][CH2:15][N:14]([CH2:17][CH2:18][CH:19]2[CH2:24][CH2:23][N:22]([CH2:35][CH:33]([OH:34])[CH2:31][CH3:32])[CH2:21][CH2:20]2)[CH2:13][CH2:12]1. The yield is 0.500.